From a dataset of Catalyst prediction with 721,799 reactions and 888 catalyst types from USPTO. Predict which catalyst facilitates the given reaction. (1) Reactant: Cl([O-])=O.[Na+].P([O-])(O)(O)=[O:6].[Na+].CC(=CC)C.[F:16][C:17]1[CH:18]=[CH:19][C:20]([O:43][CH3:44])=[C:21]([C:23]2[N:27]=[C:26]([C:28]3[CH:29]=[C:30]([CH:41]=[O:42])[C:31]([C:34]4[CH:39]=[CH:38][CH:37]=[CH:36][C:35]=4[CH3:40])=[CH:32][CH:33]=3)[O:25][N:24]=2)[CH:22]=1. Product: [F:16][C:17]1[CH:18]=[CH:19][C:20]([O:43][CH3:44])=[C:21]([C:23]2[N:27]=[C:26]([C:28]3[CH:29]=[C:30]([C:41]([OH:6])=[O:42])[C:31]([C:34]4[CH:39]=[CH:38][CH:37]=[CH:36][C:35]=4[CH3:40])=[CH:32][CH:33]=3)[O:25][N:24]=2)[CH:22]=1. The catalyst class is: 127. (2) Product: [C:1]([O:5][C:6]([C:8]1[N:9]([CH2:17][CH:18]([OH:35])[CH2:19][O:20][C:21]2[CH:26]=[CH:25][C:24]([CH2:27][CH2:28][CH2:29][CH2:30][CH2:31][CH2:32][CH2:33][CH3:34])=[CH:23][CH:22]=2)[C:10]2[C:15]([CH:16]=1)=[CH:14][CH:13]=[CH:12][CH:11]=2)=[O:7])([CH3:4])([CH3:3])[CH3:2]. Reactant: [C:1]([O:5][C:6]([C:8]1[N:9]([CH2:17][CH:18]([O:35]C(=O)C)[CH2:19][O:20][C:21]2[CH:26]=[CH:25][C:24]([CH2:27][CH2:28][CH2:29][CH2:30][CH2:31][CH2:32][CH2:33][CH3:34])=[CH:23][CH:22]=2)[C:10]2[C:15]([CH:16]=1)=[CH:14][CH:13]=[CH:12][CH:11]=2)=[O:7])([CH3:4])([CH3:3])[CH3:2].C[O-].[Na+]. The catalyst class is: 5. (3) Reactant: [N:1]1[CH:6]=[CH:5][CH:4]=[C:3]([CH:7]=O)[CH:2]=1.[CH3:9][O:10][C:11](=[O:33])[C@H:12]([CH2:29][CH2:30][S:31][CH3:32])[NH:13][C:14](=[O:28])[C:15]1[CH:20]=[CH:19][C:18](N)=[CH:17][C:16]=1[C:22]1[CH:27]=[CH:26][CH:25]=[CH:24][CH:23]=1.[BH3-]C#[N:36].[Na+].C([O-])(O)=O.[Na+]. Product: [CH3:9][O:10][C:11](=[O:33])[C@H:12]([CH2:29][CH2:30][S:31][CH3:32])[NH:13][C:14](=[O:28])[C:15]1[CH:20]=[CH:19][C:18]([C:2]2[C:3]([CH2:7][NH2:36])=[CH:4][CH:5]=[CH:6][N:1]=2)=[CH:17][C:16]=1[C:22]1[CH:27]=[CH:26][CH:25]=[CH:24][CH:23]=1. The catalyst class is: 130. (4) Reactant: [N:1]([CH2:4][C:5]1[S:6][CH:7]=[CH:8][CH:9]=1)=[C:2]=[S:3].[OH-].[NH4+:11].O. Product: [S:6]1[CH:7]=[CH:8][CH:9]=[C:5]1[CH2:4][NH:1][C:2]([NH2:11])=[S:3]. The catalyst class is: 8. (5) Reactant: [CH3:1][C:2]1[C:3]2[S:12][C:11](CC)=[C:10](Br)[C:4]=2[S:5][C:6]=1[C:7]([O-:9])=[O:8].C1COCC1.[Li+].[OH-].Cl. Product: [CH3:1][C:2]1[C:3]2[S:12][CH:11]=[CH:10][C:4]=2[S:5][C:6]=1[C:7]([OH:9])=[O:8]. The catalyst class is: 72. (6) Product: [CH2:27]([O:34][N:35]1[C:41](=[O:42])[N:40]2[CH2:43][C@H:36]1[CH2:37][CH2:38][C@H:39]2[C:44]1[O:45][C:48]([CH2:49][N:50]([C:62]([O:64][C:65]([CH3:67])([CH3:66])[CH3:68])=[O:63])[CH:51]2[CH2:52][N:53]([C:55]([O:57][C:58]([CH3:60])([CH3:61])[CH3:59])=[O:56])[CH2:54]2)=[N:47][N:46]=1)[C:21]1[CH:22]=[CH:23][CH:24]=[CH:25][CH:26]=1. Reactant: CCN(CC)CC.[CH:21]1[CH:26]=[CH:25][C:24](P([C:21]2[CH:26]=[CH:25][CH:24]=[CH:23][CH:22]=2)[C:21]2[CH:26]=[CH:25][CH:24]=[CH:23][CH:22]=2)=[CH:23][CH:22]=1.[CH2:27]([O:34][N:35]1[C:41](=[O:42])[N:40]2[CH2:43][C@H:36]1[CH2:37][CH2:38][C@H:39]2[C:44]([NH:46][NH:47][C:48](=O)[CH2:49][N:50]([C:62]([O:64][C:65]([CH3:68])([CH3:67])[CH3:66])=[O:63])[CH:51]1[CH2:54][N:53]([C:55]([O:57][C:58]([CH3:61])([CH3:60])[CH3:59])=[O:56])[CH2:52]1)=[O:45])C1C=CC=CC=1. The catalyst class is: 2. (7) Reactant: [Br:1][C-:2]1[CH:6]=[CH:5][CH:4]=[CH:3]1.[C-:7]1(Br)[CH:11]=[CH:10][CH:9]=[CH:8]1.[Fe+2:13].C(=O)=O.CC(C)=O.C([Li])CCC.Cl[Si:27]([C:40]1[CH:45]=[CH:44][CH:43]=[CH:42][CH:41]=1)([C:34]1[CH:39]=[CH:38][CH:37]=[CH:36][CH:35]=1)[C:28]1[CH:33]=[CH:32][CH:31]=[CH:30][CH:29]=1. Product: [Br:1][C-:2]1[CH:6]=[CH:5][CH:4]=[CH:3]1.[C:40]1([Si:27]([C:28]2[CH:29]=[CH:30][CH:31]=[CH:32][CH:33]=2)([C:34]2[CH:39]=[CH:38][CH:37]=[CH:36][CH:35]=2)[C-:7]2[CH:11]=[CH:10][CH:9]=[CH:8]2)[CH:41]=[CH:42][CH:43]=[CH:44][CH:45]=1.[Fe+2:13]. The catalyst class is: 1. (8) Reactant: [NH2:1][C:2]1[N:6]([C@@H:7]2[CH2:12][CH2:11][CH2:10][N:9]([C:13]([O:15][C:16]([CH3:19])([CH3:18])[CH3:17])=[O:14])[CH2:8]2)[N:5]=[C:4]([C:20]2[CH:25]=[CH:24][C:23]([OH:26])=[CH:22][CH:21]=2)[C:3]=1[C:27](=[O:29])[NH2:28].[C:30]([O-])([O-])=O.[K+].[K+].CI. Product: [NH2:1][C:2]1[N:6]([C@@H:7]2[CH2:12][CH2:11][CH2:10][N:9]([C:13]([O:15][C:16]([CH3:19])([CH3:18])[CH3:17])=[O:14])[CH2:8]2)[N:5]=[C:4]([C:20]2[CH:21]=[CH:22][C:23]([O:26][CH3:30])=[CH:24][CH:25]=2)[C:3]=1[C:27](=[O:29])[NH2:28]. The catalyst class is: 95.